Dataset: Forward reaction prediction with 1.9M reactions from USPTO patents (1976-2016). Task: Predict the product of the given reaction. (1) Given the reactants [C:1]([Si:5]([C:39]1[CH:44]=[CH:43][CH:42]=[CH:41][CH:40]=1)([C:33]1[CH:38]=[CH:37][CH:36]=[CH:35][CH:34]=1)[O:6][CH2:7][CH2:8][CH2:9][C@H:10]([C:19]1[C:23](I)=[C:22]([CH:25]2[CH2:28][CH:27]([CH2:29][CH:30]([CH3:32])[CH3:31])[CH2:26]2)[O:21][N:20]=1)[CH2:11][C:12]([O:14][C:15]([CH3:18])([CH3:17])[CH3:16])=[O:13])([CH3:4])([CH3:3])[CH3:2].[CH:45]1(B2OC(C)(C)C(C)(C)O2)[CH2:47][CH2:46]1.P([O-])([O-])([O-])=O.[K+].[K+].[K+].CN(C=O)C, predict the reaction product. The product is: [C:1]([Si:5]([C:39]1[CH:44]=[CH:43][CH:42]=[CH:41][CH:40]=1)([C:33]1[CH:38]=[CH:37][CH:36]=[CH:35][CH:34]=1)[O:6][CH2:7][CH2:8][CH2:9][C@H:10]([C:19]1[C:23]([CH:45]2[CH2:47][CH2:46]2)=[C:22]([CH:25]2[CH2:28][CH:27]([CH2:29][CH:30]([CH3:32])[CH3:31])[CH2:26]2)[O:21][N:20]=1)[CH2:11][C:12]([O:14][C:15]([CH3:18])([CH3:17])[CH3:16])=[O:13])([CH3:4])([CH3:3])[CH3:2]. (2) The product is: [O:23]([CH2:2][CH2:3][CH2:4][CH2:5][N:6]1[C:10](=[O:11])[C:9]2[C:8](=[CH:15][CH:14]=[CH:13][CH:12]=2)[C:7]1=[O:16])[C:17]1[CH:22]=[CH:21][CH:20]=[CH:19][CH:18]=1. Given the reactants Br[CH2:2][CH2:3][CH2:4][CH2:5][N:6]1[C:10](=[O:11])[C:9]2=[CH:12][CH:13]=[CH:14][CH:15]=[C:8]2[C:7]1=[O:16].[C:17]1([OH:23])[CH:22]=[CH:21][CH:20]=[CH:19][CH:18]=1.C([O-])([O-])=O.[K+].[K+].CCOC(C)=O, predict the reaction product. (3) Given the reactants [CH:1]([O:4][C:5]([NH:7][CH2:8][CH:9]([CH2:14][CH:15]([CH3:17])[CH3:16])[CH2:10][C:11]([OH:13])=[O:12])=[O:6])([CH3:3])[CH3:2].C(N(CC)CC)C, predict the reaction product. The product is: [CH:1]([O:4][C:5]([NH:7][CH2:8][C@@H:9]([CH2:14][CH:15]([CH3:17])[CH3:16])[CH2:10][C:11]([OH:13])=[O:12])=[O:6])([CH3:3])[CH3:2]. (4) The product is: [F:1][C:2]1[CH:3]=[C:4]([C:15]23[CH2:20][CH2:19][C:18]([CH2:23][CH2:24][O:25][CH2:26][C:27]([O:29][C:30]([CH3:33])([CH3:32])[CH3:31])=[O:28])([CH2:21][CH2:22]2)[CH2:17][O:16]3)[CH:5]=[C:6]([OH:8])[CH:7]=1. Given the reactants [F:1][C:2]1[CH:3]=[C:4]([C:15]23[CH2:22][CH2:21][C:18]([CH2:23][CH2:24][O:25][CH2:26][C:27]([O:29][C:30]([CH3:33])([CH3:32])[CH3:31])=[O:28])([CH2:19][CH2:20]2)[CH2:17][O:16]3)[CH:5]=[C:6]([O:8]C2CCCCO2)[CH:7]=1.CC1C=CC(S([O-])(=O)=O)=CC=1.C1C=C[NH+]=CC=1, predict the reaction product. (5) Given the reactants [CH:1]12[CH2:10][CH:5]3[CH2:6][CH:7]([CH2:9][CH:3]([CH2:4]3)[CH:2]1[NH:11][C:12]([C:14]1[CH:15]=[N:16][N:17]([C:23]3[CH:28]=[CH:27][C:26](Cl)=[CH:25][C:24]=3[CH3:30])[C:18]=1[C:19]([CH3:22])([CH3:21])[CH3:20])=[O:13])[CH2:8]2.C(N(C(C)C)C(C)C)C.F[B-](F)(F)F.C(P(C(C)(C)C)C(C)(C)C)(C)(C)C.O1C[CH2:62][O:61][CH2:60][CH2:59]1.C([OH:66])C, predict the reaction product. The product is: [CH:1]12[CH2:10][CH:5]3[CH2:6][CH:7]([CH2:9][CH:3]([CH2:4]3)[CH:2]1[NH:11][C:12]([C:14]1[CH:15]=[N:16][N:17]([C:23]3[CH:28]=[CH:27][C:26]([C:62]([O:61][CH2:60][CH3:59])=[O:66])=[CH:25][C:24]=3[CH3:30])[C:18]=1[C:19]([CH3:22])([CH3:21])[CH3:20])=[O:13])[CH2:8]2.